Dataset: NCI-60 drug combinations with 297,098 pairs across 59 cell lines. Task: Regression. Given two drug SMILES strings and cell line genomic features, predict the synergy score measuring deviation from expected non-interaction effect. Synergy scores: CSS=28.1, Synergy_ZIP=-8.30, Synergy_Bliss=-5.92, Synergy_Loewe=-7.58, Synergy_HSA=-4.04. Drug 1: C1=C(C(=O)NC(=O)N1)F. Drug 2: CCCCCOC(=O)NC1=NC(=O)N(C=C1F)C2C(C(C(O2)C)O)O. Cell line: RXF 393.